From a dataset of Reaction yield outcomes from USPTO patents with 853,638 reactions. Predict the reaction yield, written as a fraction of the theoretical maximum amount of product (1.0 means a 100% yield; for example, 0.34 means a 34% yield). (1) The reactants are [Cl:1][C:2]1[C:28]([Cl:29])=[CH:27][CH:26]=[CH:25][C:3]=1[CH2:4][C:5]1[CH:6]=[C:7]2[C:12](=[C:13]([F:15])[CH:14]=1)[N:11]([CH2:16][CH2:17][OH:18])[CH:10]=[C:9]([C:19]([O:21]CC)=[O:20])[C:8]2=[O:24].[OH-].[Na+].C(O)(=O)CC(CC(O)=O)(C(O)=O)O. The catalyst is C(O)C.C1COCC1. The product is [Cl:1][C:2]1[C:28]([Cl:29])=[CH:27][CH:26]=[CH:25][C:3]=1[CH2:4][C:5]1[CH:6]=[C:7]2[C:12](=[C:13]([F:15])[CH:14]=1)[N:11]([CH2:16][CH2:17][OH:18])[CH:10]=[C:9]([C:19]([OH:21])=[O:20])[C:8]2=[O:24]. The yield is 0.930. (2) The reactants are [CH2:1]([O:3][C:4](=[O:20])[C:5](=[O:19])[CH2:6][C:7]([C:10]1[C:18]2[O:17][CH2:16][O:15][C:14]=2[CH:13]=[CH:12][CH:11]=1)([CH3:9])[CH3:8])[CH3:2].[F:21][C:22]([Si](C)(C)C)([F:24])[F:23].[F-].C([N+](CCCC)(CCCC)CCCC)CCC. The catalyst is O1CCCC1.C(OCC)(=O)C.CCCCCC. The product is [CH2:1]([O:3][C:4](=[O:20])[C:5]([OH:19])([C:22]([F:24])([F:23])[F:21])[CH2:6][C:7]([C:10]1[C:18]2[O:17][CH2:16][O:15][C:14]=2[CH:13]=[CH:12][CH:11]=1)([CH3:9])[CH3:8])[CH3:2]. The yield is 0.860. (3) The reactants are ClC(Cl)(OC(=O)[O:6][C:7]([Cl:10])(Cl)Cl)Cl.[Cl:13][C:14]1[CH:15]=[CH:16][C:17]([O:20][CH:21]([CH:23]2[CH:27]([C:28]3[CH:33]=[CH:32][C:31]([Cl:34])=[C:30]([Cl:35])[CH:29]=3)[CH2:26][NH:25][CH2:24]2)[CH3:22])=[N:18][CH:19]=1.N1C=CC=CC=1.CCOC(C)=O. The catalyst is C(Cl)Cl. The product is [Cl:13][C:14]1[CH:15]=[CH:16][C:17]([O:20][CH:21]([CH:23]2[CH:27]([C:28]3[CH:33]=[CH:32][C:31]([Cl:34])=[C:30]([Cl:35])[CH:29]=3)[CH2:26][N:25]([C:7]([Cl:10])=[O:6])[CH2:24]2)[CH3:22])=[N:18][CH:19]=1. The yield is 0.980. (4) The reactants are FC(F)(F)C(OC(=O)C(F)(F)F)=O.[OH:14][C:15]1[CH:23]=[CH:22][C:18]([C:19]([NH2:21])=O)=[C:17]([O:24][CH3:25])[CH:16]=1.N1C=CC=CC=1. The catalyst is O1CCCC1. The product is [OH:14][C:15]1[CH:23]=[CH:22][C:18]([C:19]#[N:21])=[C:17]([O:24][CH3:25])[CH:16]=1. The yield is 0.600. (5) The reactants are [CH3:1][C:2]1[CH:11]=[CH:10][C:9]2[C:4](=[CH:5][CH:6]=[CH:7][C:8]=2[N:12]2[CH2:17][CH2:16][N:15]([CH2:18][CH2:19][C:20]3[CH:21]=[C:22]([CH:24]=[CH:25][CH:26]=3)[NH2:23])[CH2:14][CH2:13]2)[N:3]=1.[CH3:27][C:28]1[S:29][C:30]([C:34](O)=[O:35])=[C:31]([CH3:33])[N:32]=1. No catalyst specified. The product is [CH3:27][C:28]1[S:29][C:30]([C:34]([NH:23][C:22]2[CH:24]=[CH:25][CH:26]=[C:20]([CH2:19][CH2:18][N:15]3[CH2:14][CH2:13][N:12]([C:8]4[CH:7]=[CH:6][CH:5]=[C:4]5[C:9]=4[CH:10]=[CH:11][C:2]([CH3:1])=[N:3]5)[CH2:17][CH2:16]3)[CH:21]=2)=[O:35])=[C:31]([CH3:33])[N:32]=1. The yield is 0.680. (6) The reactants are [NH2:1][C:2]1[CH:22]=[CH:21][C:5]([O:6][C:7]2[CH:12]=[CH:11][N:10]=[C:9]([NH:13][C:14]([N:16]3[CH2:20][CH2:19][CH2:18][CH2:17]3)=[O:15])[CH:8]=2)=[CH:4][CH:3]=1.C(N(CC)CC)C.[F:30][P-](F)(F)(F)(F)F.[N:37]1(O[P+](N(C)C)(N(C)C)N(C)C)[C:41]2[CH:42]=[CH:43][CH:44]=[CH:45][C:40]=2N=N1.C([O:59][CH2:60][CH3:61])C.CN(C)[CH:64]=[O:65]. The catalyst is CCCCCC. The product is [F:30][C:44]1[CH:43]=[CH:42][C:41]([NH:37][C:60](=[O:59])[CH2:61][C:64]([NH:1][C:2]2[CH:22]=[CH:21][C:5]([O:6][C:7]3[CH:12]=[CH:11][N:10]=[C:9]([NH:13][C:14]([N:16]4[CH2:20][CH2:19][CH2:18][CH2:17]4)=[O:15])[CH:8]=3)=[CH:4][CH:3]=2)=[O:65])=[CH:40][CH:45]=1. The yield is 0.834.